Dataset: Peptide-MHC class I binding affinity with 185,985 pairs from IEDB/IMGT. Task: Regression. Given a peptide amino acid sequence and an MHC pseudo amino acid sequence, predict their binding affinity value. This is MHC class I binding data. The peptide sequence is TQIGCTLNF. The MHC is HLA-B18:01 with pseudo-sequence HLA-B18:01. The binding affinity (normalized) is 0.114.